Dataset: Catalyst prediction with 721,799 reactions and 888 catalyst types from USPTO. Task: Predict which catalyst facilitates the given reaction. (1) Reactant: [CH2:1]([O:3][C:4]([C:6]1[C:7]([CH3:15])=[C:8](C(O)=O)[NH:9][C:10]=1[CH3:11])=[O:5])[CH3:2].[I-:16].[K+].II.S([O-])([O-])(=O)=S.[Na+].[Na+]. Product: [CH2:1]([O:3][C:4]([C:6]1[C:7]([CH3:15])=[C:8]([I:16])[NH:9][C:10]=1[CH3:11])=[O:5])[CH3:2]. The catalyst class is: 46. (2) Reactant: [F:1][C:2]1[N:6]([CH3:7])[N:5]=[C:4]([C:8]([F:11])([F:10])[F:9])[C:3]=1[C:12]([OH:14])=O.C(N=C=NCCCN(C)C)C.ON1C2C=CC=CC=2N=N1.[F:36][C:37]1[CH:42]=[CH:41][C:40]([F:43])=[CH:39][C:38]=1[N:44]1[CH:48]=[CH:47][C:46]([NH2:49])=[N:45]1. Product: [F:36][C:37]1[CH:42]=[CH:41][C:40]([F:43])=[CH:39][C:38]=1[N:44]1[CH:48]=[CH:47][C:46]([NH:49][C:12]([C:3]2[C:4]([C:8]([F:9])([F:10])[F:11])=[N:5][N:6]([CH3:7])[C:2]=2[F:1])=[O:14])=[N:45]1. The catalyst class is: 4. (3) Reactant: [C:1]([O:5][C:6]([NH:8][CH:9]([C:62](=[O:75])[NH:63][CH2:64][CH:65]([OH:74])[CH:66]([OH:73])[CH:67]([OH:72])[CH:68]([OH:71])[CH2:69][OH:70])[CH2:10][CH2:11][CH2:12][CH2:13][NH:14][C:15]([CH:17]([NH:33][C:34](=[O:61])[C:35]([CH3:60])([CH3:59])[CH2:36][CH2:37][CH2:38][CH2:39][O:40][C:41]1[CH:46]=[C:45]([C:47]2[CH:52]=[CH:51][CH:50]=[CH:49][CH:48]=2)[CH:44]=[C:43]([C:53]2[CH:58]=[CH:57][CH:56]=[CH:55][CH:54]=2)[N:42]=1)[CH2:18][C:19]1[CH:24]=[CH:23][C:22]([O:25]CC2C=CC=CC=2)=[CH:21][CH:20]=1)=[O:16])=[O:7])([CH3:4])([CH3:3])[CH3:2]. Product: [C:1]([O:5][C:6]([NH:8][CH:9]([C:62](=[O:75])[NH:63][CH2:64][CH:65]([OH:74])[CH:66]([OH:73])[CH:67]([OH:72])[CH:68]([OH:71])[CH2:69][OH:70])[CH2:10][CH2:11][CH2:12][CH2:13][NH:14][C:15]([CH:17]([NH:33][C:34](=[O:61])[C:35]([CH3:60])([CH3:59])[CH2:36][CH2:37][CH2:38][CH2:39][O:40][C:41]1[CH:46]=[C:45]([C:47]2[CH:48]=[CH:49][CH:50]=[CH:51][CH:52]=2)[CH:44]=[C:43]([C:53]2[CH:54]=[CH:55][CH:56]=[CH:57][CH:58]=2)[N:42]=1)[CH2:18][C:19]1[CH:20]=[CH:21][C:22]([OH:25])=[CH:23][CH:24]=1)=[O:16])=[O:7])([CH3:2])([CH3:3])[CH3:4]. The catalyst class is: 5.